From a dataset of NCI-60 drug combinations with 297,098 pairs across 59 cell lines. Regression. Given two drug SMILES strings and cell line genomic features, predict the synergy score measuring deviation from expected non-interaction effect. (1) Drug 1: CC1CCC2CC(C(=CC=CC=CC(CC(C(=O)C(C(C(=CC(C(=O)CC(OC(=O)C3CCCCN3C(=O)C(=O)C1(O2)O)C(C)CC4CCC(C(C4)OC)O)C)C)O)OC)C)C)C)OC. Drug 2: CS(=O)(=O)CCNCC1=CC=C(O1)C2=CC3=C(C=C2)N=CN=C3NC4=CC(=C(C=C4)OCC5=CC(=CC=C5)F)Cl. Cell line: SK-MEL-28. Synergy scores: CSS=0.929, Synergy_ZIP=3.57, Synergy_Bliss=6.97, Synergy_Loewe=4.13, Synergy_HSA=3.79. (2) Drug 1: COCCOC1=C(C=C2C(=C1)C(=NC=N2)NC3=CC=CC(=C3)C#C)OCCOC.Cl. Drug 2: B(C(CC(C)C)NC(=O)C(CC1=CC=CC=C1)NC(=O)C2=NC=CN=C2)(O)O. Cell line: MDA-MB-435. Synergy scores: CSS=64.1, Synergy_ZIP=1.80, Synergy_Bliss=2.24, Synergy_Loewe=-40.7, Synergy_HSA=1.00.